From a dataset of Forward reaction prediction with 1.9M reactions from USPTO patents (1976-2016). Predict the product of the given reaction. Given the reactants [O:1]1[C:5]2[CH:6]=[CH:7][CH:8]=[CH:9][C:4]=2[N:3]=[C:2]1[C:10]1[CH:11]=[CH:12][C:13]([NH:17][CH:18]2[CH2:23][CH2:22][O:21][CH2:20][CH2:19]2)=[C:14]([CH:16]=1)[NH2:15].[N:24]1[CH:29]=[CH:28][CH:27]=[C:26]([CH:30]=O)[CH:25]=1.OOS([O-])=O.[K+].C(=O)([O-])[O-].[K+].[K+], predict the reaction product. The product is: [O:1]1[C:5]2[CH:6]=[CH:7][CH:8]=[CH:9][C:4]=2[N:3]=[C:2]1[C:10]1[CH:11]=[CH:12][C:13]2[N:17]([CH:18]3[CH2:23][CH2:22][O:21][CH2:20][CH2:19]3)[C:30]([C:26]3[CH:25]=[N:24][CH:29]=[CH:28][CH:27]=3)=[N:15][C:14]=2[CH:16]=1.